This data is from Full USPTO retrosynthesis dataset with 1.9M reactions from patents (1976-2016). The task is: Predict the reactants needed to synthesize the given product. (1) Given the product [I:1][C:2]1[CH:3]=[CH:4][C:5]([N:8]2[CH2:9][CH2:10][N:11]([S:22]([CH3:21])(=[O:24])=[O:23])[CH2:12][CH2:13]2)=[N:6][CH:7]=1, predict the reactants needed to synthesize it. The reactants are: [I:1][C:2]1[CH:3]=[CH:4][C:5]([N:8]2[CH2:13][CH2:12][NH:11][CH2:10][CH2:9]2)=[N:6][CH:7]=1.C(N(CC)CC)C.[CH3:21][S:22](Cl)(=[O:24])=[O:23]. (2) Given the product [O:9]=[C:5]1[O:6][CH2:7][CH2:8]/[C:4]/1=[C:1](/[NH:10][C:11]([NH2:13])=[O:12])\[CH3:2], predict the reactants needed to synthesize it. The reactants are: [C:1]([CH:4]1[CH2:8][CH2:7][O:6][C:5]1=[O:9])(=O)[CH3:2].[NH2:10][C:11]([NH2:13])=[O:12]. (3) The reactants are: [CH2:1]([N:3]([CH2:18][CH3:19])[C:4]1[CH:9]=[CH:8][C:7]([NH:10][C:11]2[CH:16]=[C:15]([NH2:17])[N:14]=[CH:13][N:12]=2)=[CH:6][CH:5]=1)[CH3:2].[Cl:20][C:21]1[CH:26]=[CH:25][CH:24]=[C:23]([Cl:27])[C:22]=1[N:28]=[C:29]=[O:30]. Given the product [Cl:20][C:21]1[CH:26]=[CH:25][CH:24]=[C:23]([Cl:27])[C:22]=1[NH:28][C:29]([NH:17][C:15]1[CH:16]=[C:11]([NH:10][C:7]2[CH:6]=[CH:5][C:4]([N:3]([CH2:1][CH3:2])[CH2:18][CH3:19])=[CH:9][CH:8]=2)[N:12]=[CH:13][N:14]=1)=[O:30], predict the reactants needed to synthesize it. (4) Given the product [CH3:36][O:35][N:34]=[C:31]([C:32]1[S:5][CH2:4][CH2:3][N:33]=1)[C:26]1[CH:27]=[CH:28][CH:29]=[CH:30][C:25]=1[CH2:24][O:23][C:22]1[CH:37]=[C:38]([CH3:41])[CH:39]=[CH:40][C:21]=1[CH3:20], predict the reactants needed to synthesize it. The reactants are: Cl.N[CH2:3][CH2:4][SH:5].C1(C)C=CC=CC=1.C(N(CC)CC)C.[CH3:20][C:21]1[CH:40]=[CH:39][C:38]([CH3:41])=[CH:37][C:22]=1[O:23][CH2:24][C:25]1[CH:30]=[CH:29][CH:28]=[CH:27][C:26]=1[C:31](=[N:34][O:35][CH3:36])[C:32]#[N:33]. (5) Given the product [CH3:22][C:11]1[CH:10]=[C:9]([S:6][CH:42]([C:38]2[CH:37]=[C:36]([C:33]3[CH:34]=[CH:35][C:30]([C:29]([F:28])([F:45])[F:46])=[CH:31][CH:32]=3)[CH:41]=[CH:40][CH:39]=2)[CH3:43])[CH:21]=[CH:20][C:12]=1[O:13][CH2:14][C:15]([O:17][CH2:18][CH3:19])=[O:16], predict the reactants needed to synthesize it. The reactants are: CC(O)=O.Cl[S:6]([C:9]1[CH:21]=[CH:20][C:12]([O:13][CH2:14][C:15]([O:17][CH2:18][CH3:19])=[O:16])=[C:11]([CH3:22])[CH:10]=1)(=O)=O.Cl[Si](Cl)(C)C.[F:28][C:29]([F:46])([F:45])[C:30]1[CH:35]=[CH:34][C:33]([C:36]2[CH:41]=[CH:40][CH:39]=[C:38]([CH:42](O)[CH3:43])[CH:37]=2)=[CH:32][CH:31]=1. (6) The reactants are: [Br:1][C:2]1[CH:7]=[CH:6][C:5]([CH2:8][C:9]([NH:11]O)=[NH:10])=[CH:4][CH:3]=1.[C:13]([O:17][CH2:18][CH3:19])(=[O:16])[C:14]#[CH:15].CCO.C1(OC2C=CC=CC=2)C=CC=CC=1. Given the product [CH2:18]([O:17][C:13]([C:14]1[N:10]=[C:9]([CH2:8][C:5]2[CH:6]=[CH:7][C:2]([Br:1])=[CH:3][CH:4]=2)[NH:11][CH:15]=1)=[O:16])[CH3:19], predict the reactants needed to synthesize it. (7) Given the product [CH3:18][C:19]([CH3:21])=[O:20].[OH:4][S:2]([OH:5])(=[O:3])=[O:1].[O:27]=[Cr:28](=[O:30])=[O:29].[Br:6][C:7]1[N:8]=[C:9]2[C:15]([CH:16]=[O:17])=[CH:14][NH:13][C:10]2=[N:11][CH:12]=1, predict the reactants needed to synthesize it. The reactants are: [OH:1][S:2]([OH:5])(=[O:4])=[O:3].[Br:6][C:7]1[N:8]=[C:9]2[C:15]([CH2:16][OH:17])=[CH:14][NH:13][C:10]2=[N:11][CH:12]=1.[CH3:18][C:19]([CH3:21])=[O:20].OS(O)(=O)=O.[O:27]=[Cr:28](=[O:30])=[O:29]. (8) Given the product [Cl:16][C:17]1[CH:22]=[C:21]([Cl:23])[CH:20]=[CH:19][C:18]=1[C:24]1[C:25]([OH:31])=[CH:26][CH:27]=[CH:28][C:29]=1[F:30], predict the reactants needed to synthesize it. The reactants are: ClC1C=CC=CC=1C1C(O)=CC=CC=1Cl.[Cl:16][C:17]1[CH:22]=[C:21]([Cl:23])[CH:20]=[CH:19][C:18]=1[C:24]1[C:29]([F:30])=[CH:28][CH:27]=[CH:26][C:25]=1[O:31]C. (9) Given the product [CH2:25]([N:32]1[C:16]([C:18]2[CH:23]=[CH:22][CH:21]=[CH:20][CH:19]=2)=[CH:15][CH:14]=[C:13]1[C:8]1[CH:7]=[CH:6][C:5]2[C:10](=[CH:11][CH:12]=[C:3]([O:2][CH3:1])[CH:4]=2)[CH:9]=1)[C:26]1[CH:31]=[CH:30][CH:29]=[CH:28][CH:27]=1, predict the reactants needed to synthesize it. The reactants are: [CH3:1][O:2][C:3]1[CH:4]=[C:5]2[C:10](=[CH:11][CH:12]=1)[CH:9]=[C:8]([C:13](=O)[CH2:14][CH2:15][C:16]([C:18]1[CH:23]=[CH:22][CH:21]=[CH:20][CH:19]=1)=O)[CH:7]=[CH:6]2.[CH2:25]([NH2:32])[C:26]1[CH:31]=[CH:30][CH:29]=[CH:28][CH:27]=1. (10) Given the product [CH3:21][N:2]([CH3:1])[CH2:3][CH2:4][CH2:5][N:7]1[CH2:8][CH2:9][CH:10]([NH:13][CH3:14])[CH2:11][CH2:12]1, predict the reactants needed to synthesize it. The reactants are: [CH3:1][N:2]([CH3:21])[CH2:3][CH2:4][C:5]([N:7]1[CH2:12][CH2:11][CH:10]([NH:13][C:14](=O)OC(C)(C)C)[CH2:9][CH2:8]1)=O.[H-].[Al+3].[Li+].[H-].[H-].[H-].O.[OH-].[Na+].